This data is from Reaction yield outcomes from USPTO patents with 853,638 reactions. The task is: Predict the reaction yield, written as a fraction of the theoretical maximum amount of product (1.0 means a 100% yield; for example, 0.34 means a 34% yield). (1) The product is [CH3:12][N:5]([CH2:4][CH2:3][CH2:2][O:19][C:13]1[CH:18]=[CH:17][CH:16]=[CH:15][CH:14]=1)[C:6]1[CH:11]=[CH:10][CH:9]=[CH:8][CH:7]=1. The yield is 0.567. The catalyst is CN(C=O)C. The reactants are Br[CH2:2][CH2:3][CH2:4][N:5]([CH3:12])[C:6]1[CH:11]=[CH:10][CH:9]=[CH:8][CH:7]=1.[C:13]1([OH:19])[CH:18]=[CH:17][CH:16]=[CH:15][CH:14]=1.C([O-])([O-])=O.[K+].[K+]. (2) The reactants are [NH2:1][CH:2]([C:7]1[O:8][CH:9]=[CH:10][CH:11]=1)[C:3]([O:5][CH3:6])=[O:4].[BrH:12]. The catalyst is CCOCC.C(O)(=O)C. The product is [BrH:12].[NH2:1][CH:2]([C:7]1[O:8][CH:9]=[CH:10][CH:11]=1)[C:3]([O:5][CH3:6])=[O:4]. The yield is 0.542. (3) The reactants are [N:1]([CH2:4][C:5]1[CH:10]=[CH:9][C:8]([C:11]#[N:12])=[CH:7][CH:6]=1)=[N+]=[N-]. The catalyst is CCOC(C)=O.[Pd]. The product is [C:4]([C:5]1[CH:10]=[CH:9][C:8]([CH2:11][NH2:12])=[CH:7][CH:6]=1)#[N:1]. The yield is 0.930. (4) The reactants are [CH3:1][O:2][C:3]1[CH:4]=[C:5]([CH:10]=[CH:11][CH:12]=1)[CH2:6][N:7]([CH3:9])[CH3:8].C([Li])CCC.[CH3:18][S:19]SC.O. The catalyst is C1COCC1.C(OCC)C. The product is [CH3:18][S:19][C:4]1[C:3]([O:2][CH3:1])=[CH:12][CH:11]=[CH:10][C:5]=1[CH2:6][N:7]([CH3:9])[CH3:8]. The yield is 0.570. (5) The reactants are [Cl-].[Al+3].[Cl-].[Cl-].[H-].[Al+3].[Li+].[H-].[H-].[H-].[CH3:11][C:12]1([CH3:45])[C@H:16]([C:17]2[CH:22]=[CH:21][C:20]([CH3:23])=[CH:19][CH:18]=2)[C:15]2[C:24]([CH3:44])=[C:25]([N:30]3[C:35](=O)[CH2:34][CH:33]([C:37]4[CH:42]=[CH:41][CH:40]=[CH:39][CH:38]=4)[CH2:32][C:31]3=O)[C:26]([CH3:29])=[C:27]([CH3:28])[C:14]=2[O:13]1.O. The catalyst is C1COCC1. The product is [CH3:11][C:12]1([CH3:45])[C@H:16]([C:17]2[CH:18]=[CH:19][C:20]([CH3:23])=[CH:21][CH:22]=2)[C:15]2[C:24]([CH3:44])=[C:25]([N:30]3[CH2:35][CH2:34][CH:33]([C:37]4[CH:42]=[CH:41][CH:40]=[CH:39][CH:38]=4)[CH2:32][CH2:31]3)[C:26]([CH3:29])=[C:27]([CH3:28])[C:14]=2[O:13]1. The yield is 0.580. (6) The reactants are [CH3:1][OH:2].[Cl:3][C:4]1[CH:5]=[CH:6][C:7]([F:13])=[C:8]([CH:12]=1)[C:9](Cl)=[O:10]. The catalyst is ClCCl. The product is [CH3:1][O:2][C:9](=[O:10])[C:8]1[CH:12]=[C:4]([Cl:3])[CH:5]=[CH:6][C:7]=1[F:13]. The yield is 1.00. (7) The reactants are [NH:1]1[CH:5]=[C:4]([C:6]#[N:7])[CH:3]=[N:2]1.CC(C)([O-])C.[K+].[Br:14][C:15]1[CH:22]=[CH:21][CH:20]=[C:19](F)[C:16]=1[CH:17]=[O:18]. The catalyst is CS(C)=O. The product is [Br:14][C:15]1[C:16]([CH:17]=[O:18])=[C:19]([N:1]2[CH:5]=[C:4]([C:6]#[N:7])[CH:3]=[N:2]2)[CH:20]=[CH:21][CH:22]=1. The yield is 0.550. (8) The reactants are [C:1]([NH:8][C@H:9]([C:17]([OH:19])=O)[CH2:10][C:11]1[CH:16]=[CH:15][N:14]=[CH:13][CH:12]=1)([O:3][C:4]([CH3:7])([CH3:6])[CH3:5])=[O:2].C[N:21]1[CH2:26][CH2:25]O[CH2:23][CH2:22]1.ClC(OCC(C)C)=O.N1CCCC1. The yield is 0.280. The catalyst is C1COCC1. The product is [O:19]=[C:17]([N:21]1[CH2:26][CH2:25][CH2:23][CH2:22]1)[C@@H:9]([NH:8][C:1](=[O:2])[O:3][C:4]([CH3:5])([CH3:6])[CH3:7])[CH2:10][C:11]1[CH:12]=[CH:13][N:14]=[CH:15][CH:16]=1. (9) The reactants are [CH2:1]([N:8]1[C:13](=[O:14])[C:12](Cl)=[C:11]([C:16]2[CH:21]=[CH:20][C:19]([S:22]([CH3:25])(=[O:24])=[O:23])=[CH:18][CH:17]=2)[CH:10]=[N:9]1)[C:2]1[CH:7]=[CH:6][CH:5]=[CH:4][CH:3]=1.[CH3:26][C:27]1[CH:28]=[C:29](B(O)O)[CH:30]=[CH:31][C:32]=1[CH3:33].[F-].[Cs+]. The catalyst is COCCOC.O.C1C=CC([P]([Pd]([P](C2C=CC=CC=2)(C2C=CC=CC=2)C2C=CC=CC=2)([P](C2C=CC=CC=2)(C2C=CC=CC=2)C2C=CC=CC=2)[P](C2C=CC=CC=2)(C2C=CC=CC=2)C2C=CC=CC=2)(C2C=CC=CC=2)C2C=CC=CC=2)=CC=1. The product is [CH2:1]([N:8]1[C:13](=[O:14])[C:12]([C:29]2[CH:30]=[CH:31][C:32]([CH3:33])=[C:27]([CH3:26])[CH:28]=2)=[C:11]([C:16]2[CH:21]=[CH:20][C:19]([S:22]([CH3:25])(=[O:24])=[O:23])=[CH:18][CH:17]=2)[CH:10]=[N:9]1)[C:2]1[CH:7]=[CH:6][CH:5]=[CH:4][CH:3]=1. The yield is 0.560.